Dataset: Full USPTO retrosynthesis dataset with 1.9M reactions from patents (1976-2016). Task: Predict the reactants needed to synthesize the given product. (1) The reactants are: [C:1]([O:5][C:6]([N:8]1[C@H:17]([C:18](O)=[O:19])[CH2:16][C:15]2[CH:14]=[C:13]3[O:21][CH2:22][C@H:23]([C:25]4[CH:30]=[CH:29][C:28]([O:31][CH2:32][C:33]5[CH:38]=[CH:37][C:36]([Cl:39])=[C:35]([Cl:40])[CH:34]=5)=[CH:27][CH:26]=4)[O:24][C:12]3=[CH:11][C:10]=2[CH2:9]1)=[O:7])([CH3:4])([CH3:3])[CH3:2].Cl.Cl.[CH3:43][O:44][C:45](=[O:63])[C@@H:46]([NH2:62])[CH2:47][C:48]1[CH:53]=[CH:52][C:51]([C:54]2[CH:59]=[CH:58][N:57]=[C:56]([CH3:60])[C:55]=2[CH3:61])=[CH:50][CH:49]=1. Given the product [C:1]([O:5][C:6]([N:8]1[C@H:17]([C:18](=[O:19])[NH:62][C@H:46]([C:45]([O:44][CH3:43])=[O:63])[CH2:47][C:48]2[CH:49]=[CH:50][C:51]([C:54]3[CH:59]=[CH:58][N:57]=[C:56]([CH3:60])[C:55]=3[CH3:61])=[CH:52][CH:53]=2)[CH2:16][C:15]2[CH:14]=[C:13]3[O:21][CH2:22][C@H:23]([C:25]4[CH:30]=[CH:29][C:28]([O:31][CH2:32][C:33]5[CH:38]=[CH:37][C:36]([Cl:39])=[C:35]([Cl:40])[CH:34]=5)=[CH:27][CH:26]=4)[O:24][C:12]3=[CH:11][C:10]=2[CH2:9]1)=[O:7])([CH3:4])([CH3:2])[CH3:3], predict the reactants needed to synthesize it. (2) Given the product [C:16]([C:4]1[CH:3]=[C:2]([N:1]2[CH:29]=[N:39][N:40]=[N:41]2)[CH:7]=[CH:6][C:5]=1[CH2:8][C:9]([O:11][C:12]([CH3:14])([CH3:13])[CH3:15])=[O:10])#[N:17], predict the reactants needed to synthesize it. The reactants are: [NH2:1][C:2]1[CH:7]=[CH:6][C:5]([CH2:8][C:9]([O:11][C:12]([CH3:15])([CH3:14])[CH3:13])=[O:10])=[C:4]([C:16]#[N:17])[CH:3]=1.FC(F)(F)C(O[Si](C)(C)C)=O.[CH:29](OCC)(OCC)OCC.[N:39]([Si](C)(C)C)=[N+:40]=[N-:41]. (3) The reactants are: [CH2:1]([O:3][C:4](=[O:13])[C:5](=O)[C:6]1[CH:11]=[CH:10][N:9]=[CH:8][CH:7]=1)[CH3:2].[O:14]1[C:18]([C:19]2[CH:24]=[CH:23][C:22]([NH:25][NH2:26])=[CH:21][CH:20]=2)=[CH:17][N:16]=[CH:15]1. Given the product [CH2:1]([O:3][C:4](=[O:13])[CH2:5][C:6]1[CH:11]=[CH:10][NH:9][C:8](=[N:26][NH:25][C:22]2[CH:21]=[CH:20][C:19]([C:18]3[O:14][CH:15]=[N:16][CH:17]=3)=[CH:24][CH:23]=2)[CH:7]=1)[CH3:2], predict the reactants needed to synthesize it. (4) Given the product [F:1][C:2]1[CH:3]=[CH:4][C:5]([C:21]([F:24])([F:23])[F:22])=[C:6]([CH:20]=1)[C:7]([N:9]1[CH2:14][CH2:13][N:12]([C:15](=[O:19])[C:16]([NH:48][C:49]2[CH:50]=[C:51]([CH:56]=[CH:57][CH:58]=2)[C:52]([NH:54][CH3:55])=[O:53])=[O:17])[CH2:11][CH2:10]1)=[O:8], predict the reactants needed to synthesize it. The reactants are: [F:1][C:2]1[CH:3]=[CH:4][C:5]([C:21]([F:24])([F:23])[F:22])=[C:6]([CH:20]=1)[C:7]([N:9]1[CH2:14][CH2:13][N:12]([C:15](=[O:19])[C:16](Cl)=[O:17])[CH2:11][CH2:10]1)=[O:8].Cl.N1(C=O)CCNCC1.FC1C=CC(C(F)(F)F)=C(C=1)C(O)=O.[NH2:48][C:49]1[CH:50]=[C:51]([CH:56]=[CH:57][CH:58]=1)[C:52]([NH:54][CH3:55])=[O:53].CCN(CC)CC. (5) Given the product [Cl:1][C:2]1[CH:3]=[CH:4][C:5]2[S:9][C:8]([CH2:10][N:11]3[C:20](=[O:21])[C:19]4[N:18]([CH2:22][C:23]#[C:24][CH3:25])[C:17]([N:38]5[CH2:39][CH2:40][CH2:41][CH:36]([C:34]([O:33][C:29]([CH3:32])([CH3:31])[CH3:30])=[O:35])[C@@H:37]5[NH2:51])=[N:16][C:15]=4[N:14]([CH3:27])[C:12]3=[O:13])=[N:7][C:6]=2[CH:28]=1, predict the reactants needed to synthesize it. The reactants are: [Cl:1][C:2]1[CH:3]=[CH:4][C:5]2[S:9][C:8]([CH2:10][N:11]3[C:20](=[O:21])[C:19]4[N:18]([CH2:22][C:23]#[C:24][CH3:25])[C:17](Br)=[N:16][C:15]=4[N:14]([CH3:27])[C:12]3=[O:13])=[N:7][C:6]=2[CH:28]=1.[C:29]([O:33][C:34]([C@@H:36]1[CH2:41][CH2:40][CH2:39][N:38](N)[CH2:37]1)=[O:35])([CH3:32])([CH3:31])[CH3:30].C(=O)([O-])[O-].[K+].[K+].O.C[N:51](C)C=O. (6) Given the product [CH3:13][CH:12]([O:7][C:1]1[CH:6]=[CH:5][CH:4]=[CH:3][CH:2]=1)[C:11]#[CH:10], predict the reactants needed to synthesize it. The reactants are: [C:1]1([OH:7])[CH:6]=[CH:5][CH:4]=[CH:3][CH:2]=1.[OH-].[K+].[CH3:10][CH:11](C1C=C(C)C=CC=1S([O-])(=O)=O)[C:12]#[CH:13].O. (7) Given the product [CH2:18]([O:10][C:6]1[CH:5]=[C:4]([CH2:3][CH2:2][OH:1])[CH:9]=[CH:8][CH:7]=1)[C:19]1[CH:24]=[CH:23][CH:22]=[CH:21][CH:20]=1, predict the reactants needed to synthesize it. The reactants are: [OH:1][CH2:2][CH2:3][C:4]1[CH:5]=[C:6]([OH:10])[CH:7]=[CH:8][CH:9]=1.C([O-])([O-])=O.[K+].[K+].Br[CH2:18][C:19]1[CH:24]=[CH:23][CH:22]=[CH:21][CH:20]=1. (8) Given the product [C:21]([NH:20][NH:13][CH2:12][CH2:11][CH2:10][CH2:9][NH:8][C:7](=[NH:6])[NH2:14])(=[O:37])[CH:22]=[CH2:23], predict the reactants needed to synthesize it. The reactants are: S(O)(O)(=O)=O.[NH2:6][C:7](=[NH:14])[NH:8][CH2:9][CH2:10][CH2:11][CH2:12][NH2:13].[OH-].[Ba+2].[OH-].NC(=N)[NH:20][CH2:21][CH2:22][CH2:23]CN.C(NC(C)C)(C)C.C(Cl)(=[O:37])C=C. (9) Given the product [CH2:38]([S:40]([N:1]1[C:9]2[C:4](=[CH:5][CH:6]=[C:7]([C:10]3[CH:35]=[CH:34][C:13]4[N:14]=[C:15]([C:17]5[NH:21][C:20]6[CH:30]=[CH:31][CH:32]=[CH:33][C:19]=6[N:18]=5)[O:16][C:12]=4[CH:11]=3)[CH:8]=2)[CH:3]=[N:2]1)(=[O:42])=[O:41])[CH3:39], predict the reactants needed to synthesize it. The reactants are: [NH:1]1[C:9]2[C:4](=[CH:5][CH:6]=[C:7]([C:10]3[CH:35]=[CH:34][C:13]4[N:14]=[C:15]([C:17]5[N:21](COCC[Si](C)(C)C)[C:20]6[CH:30]=[CH:31][CH:32]=[CH:33][C:19]=6[N:18]=5)[O:16][C:12]=4[CH:11]=3)[CH:8]=2)[CH:3]=[N:2]1.[H-].[Na+].[CH2:38]([S:40](Cl)(=[O:42])=[O:41])[CH3:39]. (10) Given the product [Br:1][C:2]1[CH:7]=[C:6]([CH3:8])[C:5]([F:9])=[C:4]([CH2:10][Br:11])[CH:3]=1, predict the reactants needed to synthesize it. The reactants are: [Br:1][C:2]1[CH:3]=[C:4]([CH3:10])[C:5]([F:9])=[C:6]([CH3:8])[CH:7]=1.[Br:11]N1C(=O)CCC1=O.